Dataset: Reaction yield outcomes from USPTO patents with 853,638 reactions. Task: Predict the reaction yield, written as a fraction of the theoretical maximum amount of product (1.0 means a 100% yield; for example, 0.34 means a 34% yield). (1) The reactants are [CH3:1][O:2][C:3](=[O:25])[C:4]1[CH:9]=[CH:8][C:7]([CH:10](OC(OC2C=CC=CC=2)=S)[C:11]([F:14])([F:13])[F:12])=[CH:6][CH:5]=1.CC(N=NC(C#N)(C)C)(C#N)C.C([SnH](CCCC)CCCC)CCC. The yield is 0.930. The catalyst is C1(C)C=CC=CC=1. The product is [CH3:1][O:2][C:3](=[O:25])[C:4]1[CH:5]=[CH:6][C:7]([CH2:10][C:11]([F:13])([F:12])[F:14])=[CH:8][CH:9]=1. (2) The reactants are Cl[C:2]1[C:10]([C:11]([OH:13])=[O:12])=[C:9]2[N:5]([CH2:6][CH2:7][CH2:8]2)[C:4](=[O:14])[C:3]=1[F:15].[F:16][C:17]1[CH:23]=[C:22]([I:24])[CH:21]=[CH:20][C:18]=1[NH2:19].[Li+].C[Si]([N-][Si](C)(C)C)(C)C. The catalyst is C1COCC1. The product is [F:15][C:3]1[C:4](=[O:14])[N:5]2[C:9](=[C:10]([C:11]([OH:13])=[O:12])[C:2]=1[NH:19][C:18]1[CH:20]=[CH:21][C:22]([I:24])=[CH:23][C:17]=1[F:16])[CH2:8][CH2:7][CH2:6]2. The yield is 0.530.